This data is from CYP2C19 inhibition data for predicting drug metabolism from PubChem BioAssay. The task is: Regression/Classification. Given a drug SMILES string, predict its absorption, distribution, metabolism, or excretion properties. Task type varies by dataset: regression for continuous measurements (e.g., permeability, clearance, half-life) or binary classification for categorical outcomes (e.g., BBB penetration, CYP inhibition). Dataset: cyp2c19_veith. (1) The molecule is CCCS(=O)(=O)O. The result is 0 (non-inhibitor). (2) The compound is Cc1cccc(C)c1OC1(c2ccccc2)OC(=O)c2ccccc21. The result is 1 (inhibitor).